From a dataset of Catalyst prediction with 721,799 reactions and 888 catalyst types from USPTO. Predict which catalyst facilitates the given reaction. Reactant: [NH:1]1[CH2:6][CH:5]=[N:4][C:3]2[N:7]([C:10]#[C:11][C:12]3[CH:13]=[C:14]([CH:36]=[CH:37][C:38]=3[CH3:39])[C:15]([NH:17][C:18]3[CH:23]=[CH:22][C:21]([CH2:24][N:25]4[CH2:30][CH2:29][N:28]([CH3:31])[CH2:27][CH2:26]4)=[C:20]([C:32]([F:35])([F:34])[F:33])[CH:19]=3)=[O:16])[CH:8]=[CH:9][C:2]1=2.[ClH:40]. Product: [ClH:40].[NH:1]1[CH2:6][CH:5]=[N:4][C:3]2[N:7]([C:10]#[C:11][C:12]3[CH:13]=[C:14]([CH:36]=[CH:37][C:38]=3[CH3:39])[C:15]([NH:17][C:18]3[CH:23]=[CH:22][C:21]([CH2:24][N:25]4[CH2:26][CH2:27][N:28]([CH3:31])[CH2:29][CH2:30]4)=[C:20]([C:32]([F:35])([F:34])[F:33])[CH:19]=3)=[O:16])[CH:8]=[CH:9][C:2]1=2. The catalyst class is: 125.